This data is from Catalyst prediction with 721,799 reactions and 888 catalyst types from USPTO. The task is: Predict which catalyst facilitates the given reaction. (1) Reactant: [Cl:1][C:2]1[CH:3]=[C:4]([CH2:8][CH2:9][NH2:10])[CH:5]=[CH:6][CH:7]=1.[C:11](Cl)(=[O:13])[CH3:12]. Product: [Cl:1][C:2]1[CH:3]=[C:4]([CH2:8][CH2:9][NH:10][C:11](=[O:13])[CH3:12])[CH:5]=[CH:6][CH:7]=1. The catalyst class is: 2. (2) Reactant: [N:1]1[CH:6]=[CH:5][C:4]([C:7]2[CH:16]=[CH:15][C:10]([C:11]([O:13][CH3:14])=[O:12])=[CH:9][CH:8]=2)=[CH:3][CH:2]=1.ClC1C=CC=C(C(OO)=[O:25])C=1.S([O-])([O-])=O.[Na+].[Na+]. Product: [CH3:14][O:13][C:11]([C:10]1[CH:15]=[CH:16][C:7]([C:4]2[CH:5]=[CH:6][N+:1]([O-:25])=[CH:2][CH:3]=2)=[CH:8][CH:9]=1)=[O:12]. The catalyst class is: 4. (3) Reactant: [Cl:1][C:2]1[CH:7]=[CH:6][C:5]([C@@H:8]2[CH2:12][NH:11][CH2:10][C@H:9]2[C:13]([O:15][CH3:16])=[O:14])=[CH:4][CH:3]=1.CCN(C(C)C)C(C)C.Cl[C:27]1[N:28]=[N:29][C:30]([CH3:33])=[CH:31][CH:32]=1. Product: [Cl:1][C:2]1[CH:7]=[CH:6][C:5]([C@@H:8]2[CH2:12][N:11]([C:27]3[N:28]=[N:29][C:30]([CH3:33])=[CH:31][CH:32]=3)[CH2:10][C@H:9]2[C:13]([O:15][CH3:16])=[O:14])=[CH:4][CH:3]=1. The catalyst class is: 12. (4) Reactant: [CH3:1][S:2]([C:5]1[CH:6]=[CH:7][C:8]([N:14]2[CH2:19][CH2:18][CH2:17][CH2:16][CH2:15]2)=[C:9]([CH:13]=1)[C:10]([OH:12])=O)(=[O:4])=[O:3].[F:20][C:21]1[CH:22]=[C:23]([C:33](=[O:35])[CH3:34])[CH:24]=[CH:25][C:26]=1[N:27]1[CH2:32][CH2:31][NH:30][CH2:29][CH2:28]1.C(Cl)CCl. Product: [F:20][C:21]1[CH:22]=[C:23]([C:33](=[O:35])[CH3:34])[CH:24]=[CH:25][C:26]=1[N:27]1[CH2:32][CH2:31][N:30]([C:10]([C:9]2[CH:13]=[C:5]([S:2]([CH3:1])(=[O:3])=[O:4])[CH:6]=[CH:7][C:8]=2[N:14]2[CH2:19][CH2:18][CH2:17][CH2:16][CH2:15]2)=[O:12])[CH2:29][CH2:28]1. The catalyst class is: 66. (5) Reactant: [CH3:1][O:2][C:3]1[CH:11]=[C:10]2[C:6]([C:7]([CH2:17][C:18]3[N:23]=[C:22]([C:24]([O:26]CC)=[O:25])[CH:21]=[CH:20][CH:19]=3)=[C:8]([C:12]3[CH:16]=[CH:15][S:14][CH:13]=3)[NH:9]2)=[CH:5][CH:4]=1.C(O)C.[OH-].[Na+]. Product: [CH3:1][O:2][C:3]1[CH:11]=[C:10]2[C:6]([C:7]([CH2:17][C:18]3[N:23]=[C:22]([C:24]([OH:26])=[O:25])[CH:21]=[CH:20][CH:19]=3)=[C:8]([C:12]3[CH:16]=[CH:15][S:14][CH:13]=3)[NH:9]2)=[CH:5][CH:4]=1. The catalyst class is: 7. (6) Reactant: [CH:1](O)=O.C=O.C([BH3-])#N.[Na+].[Cl:10][C:11]1[CH:12]=[C:13]([C:17]2[N:21]=[C:20]([CH:22]3[NH:27][CH2:26][CH2:25][N:24]4[C:28]([C:31]5[CH:36]=[CH:35][C:34]([O:37][CH3:38])=[CH:33][CH:32]=5)=[N:29][N:30]=[C:23]34)[O:19][N:18]=2)[CH:14]=[CH:15][CH:16]=1. Product: [Cl:10][C:11]1[CH:12]=[C:13]([C:17]2[N:21]=[C:20]([CH:22]3[N:27]([CH3:1])[CH2:26][CH2:25][N:24]4[C:28]([C:31]5[CH:36]=[CH:35][C:34]([O:37][CH3:38])=[CH:33][CH:32]=5)=[N:29][N:30]=[C:23]34)[O:19][N:18]=2)[CH:14]=[CH:15][CH:16]=1. The catalyst class is: 24. (7) Reactant: [CH3:1][C:2]1[C:21]([N+:22]([O-])=O)=[CH:20][C:19]([N+:25]([O-])=O)=[CH:18][C:3]=1[C:4]([NH:6][CH2:7][C:8]12[CH2:17][CH:12]3[CH2:13][CH:14]([CH2:16][CH:10]([CH2:11]3)[CH2:9]1)[CH2:15]2)=[O:5]. Product: [NH2:22][C:21]1[C:2]([CH3:1])=[C:3]([CH:18]=[C:19]([NH2:25])[CH:20]=1)[C:4]([NH:6][CH2:7][C:8]12[CH2:17][CH:12]3[CH2:13][CH:14]([CH2:16][CH:10]([CH2:11]3)[CH2:9]1)[CH2:15]2)=[O:5]. The catalyst class is: 78. (8) Reactant: Cl.[S:2]1[C:6]2[CH:7]=[CH:8][CH:9]=[CH:10][C:5]=2[CH:4]=[C:3]1[C@@H:11]([C:13]1[CH:18]=[CH:17][CH:16]=[CH:15][C:14]=1[Cl:19])[NH2:12].C(N(C(C)C)C(C)C)C.[O:29]1[C:35]2[CH:36]=[CH:37][C:38]([S:40](Cl)(=[O:42])=[O:41])=[CH:39][C:34]=2[O:33][CH2:32][CH2:31][CH2:30]1. Product: [S:2]1[C:6]2[CH:7]=[CH:8][CH:9]=[CH:10][C:5]=2[CH:4]=[C:3]1[C@@H:11]([C:13]1[CH:18]=[CH:17][CH:16]=[CH:15][C:14]=1[Cl:19])[NH:12][S:40]([C:38]1[CH:37]=[CH:36][C:35]2[O:29][CH2:30][CH2:31][CH2:32][O:33][C:34]=2[CH:39]=1)(=[O:41])=[O:42]. The catalyst class is: 119.